Predict the product of the given reaction. From a dataset of Forward reaction prediction with 1.9M reactions from USPTO patents (1976-2016). Given the reactants C([NH:8][CH:9]1[CH2:14][CH2:13][C:12]([OH:18])([C:15]([OH:17])=[O:16])[CH2:11][CH2:10]1)C1C=CC=CC=1, predict the reaction product. The product is: [NH2:8][CH:9]1[CH2:14][CH2:13][C:12]([OH:18])([C:15]([OH:17])=[O:16])[CH2:11][CH2:10]1.